From a dataset of Full USPTO retrosynthesis dataset with 1.9M reactions from patents (1976-2016). Predict the reactants needed to synthesize the given product. The reactants are: [CH3:1][O:2][C:3]1[CH:10]=[CH:9][C:6]([CH:7]=[O:8])=[C:5]([O:11][CH2:12][C:13]2[CH:18]=[C:17]([O:19][CH2:20][CH2:21][CH2:22][CH2:23][CH2:24][CH2:25][CH2:26][CH2:27][CH2:28][CH2:29][CH2:30][CH2:31][CH2:32][CH2:33][CH2:34][CH2:35][CH2:36][CH3:37])[C:16]([O:38][CH2:39][CH2:40][CH2:41][CH2:42][CH2:43][CH2:44][CH2:45][CH2:46][CH2:47][CH2:48][CH2:49][CH2:50][CH2:51][CH2:52][CH2:53][CH2:54][CH2:55][CH3:56])=[C:15]([O:57][CH2:58][CH2:59][CH2:60][CH2:61][CH2:62][CH2:63][CH2:64][CH2:65][CH2:66][CH2:67][CH2:68][CH2:69][CH2:70][CH2:71][CH2:72][CH2:73][CH2:74][CH3:75])[CH:14]=2)[CH:4]=1.[BH4-].[Na+].Cl. Given the product [CH3:1][O:2][C:3]1[CH:10]=[CH:9][C:6]([CH2:7][OH:8])=[C:5]([O:11][CH2:12][C:13]2[CH:18]=[C:17]([O:19][CH2:20][CH2:21][CH2:22][CH2:23][CH2:24][CH2:25][CH2:26][CH2:27][CH2:28][CH2:29][CH2:30][CH2:31][CH2:32][CH2:33][CH2:34][CH2:35][CH2:36][CH3:37])[C:16]([O:38][CH2:39][CH2:40][CH2:41][CH2:42][CH2:43][CH2:44][CH2:45][CH2:46][CH2:47][CH2:48][CH2:49][CH2:50][CH2:51][CH2:52][CH2:53][CH2:54][CH2:55][CH3:56])=[C:15]([O:57][CH2:58][CH2:59][CH2:60][CH2:61][CH2:62][CH2:63][CH2:64][CH2:65][CH2:66][CH2:67][CH2:68][CH2:69][CH2:70][CH2:71][CH2:72][CH2:73][CH2:74][CH3:75])[CH:14]=2)[CH:4]=1, predict the reactants needed to synthesize it.